From a dataset of Catalyst prediction with 721,799 reactions and 888 catalyst types from USPTO. Predict which catalyst facilitates the given reaction. (1) Reactant: FC(F)(F)C(O)=O.FC(F)(F)S(O)(=O)=O.COC1C=C(OC)C=CC=1C[N:21]1[CH2:27][CH2:26][C:25]([F:29])([F:28])[CH2:24][C@@H:23]([NH:30][S:31]([C:34]2[CH:39]=[CH:38][C:37]([Cl:40])=[CH:36][N:35]=2)(=[O:33])=[O:32])[C:22]1=[O:41]. Product: [F:29][C:25]1([F:28])[CH2:26][CH2:27][NH:21][C:22](=[O:41])[C@H:23]([NH:30][S:31]([C:34]2[CH:39]=[CH:38][C:37]([Cl:40])=[CH:36][N:35]=2)(=[O:32])=[O:33])[CH2:24]1. The catalyst class is: 4. (2) Reactant: [Cl:1][C:2]1[CH:3]=[C:4]([C:9]2([C:22]([F:25])([F:24])[F:23])[O:13][N:12]=[C:11]([C:14]3[CH:15]=[CH:16][C:17]([CH3:21])=[C:18]([CH:20]=3)[NH2:19])[CH2:10]2)[CH:5]=[C:6]([Cl:8])[CH:7]=1.[F:26][C:27]([F:34])([F:33])[CH2:28][CH2:29][C:30](O)=[O:31].Cl.C(N(CC)CCCN=C=NCC)C.C(=O)([O-])O.[Na+]. Product: [Cl:1][C:2]1[CH:3]=[C:4]([C:9]2([C:22]([F:23])([F:25])[F:24])[O:13][N:12]=[C:11]([C:14]3[CH:15]=[CH:16][C:17]([CH3:21])=[C:18]([NH:19][C:30](=[O:31])[CH2:29][CH2:28][C:27]([F:34])([F:33])[F:26])[CH:20]=3)[CH2:10]2)[CH:5]=[C:6]([Cl:8])[CH:7]=1. The catalyst class is: 9. (3) Reactant: B(Br)(Br)Br.C[O:6][C:7]1[CH:12]=[CH:11][C:10]([CH3:13])=[CH:9][C:8]=1[C:14]1[CH:19]=[CH:18][CH:17]=[C:16]([C:20]#[N:21])[CH:15]=1. Product: [OH:6][C:7]1[CH:12]=[CH:11][C:10]([CH3:13])=[CH:9][C:8]=1[C:14]1[CH:19]=[CH:18][CH:17]=[C:16]([C:20]#[N:21])[CH:15]=1. The catalyst class is: 2. (4) Reactant: [CH3:1][O:2][C:3]1[CH:8]=[CH:7][C:6]([C:9]2[C:17]3[C:12](=[CH:13][CH:14]=[C:15]([NH:18][S:19]([C:22]4[CH:27]=[CH:26][CH:25]=[CH:24][C:23]=4C)(=[O:21])=[O:20])[CH:16]=3)[NH:11][N:10]=2)=[CH:5][CH:4]=1.NC1C=C2C(=CC=1)NN=C2C1C=CC(OC)=CC=1.N1C=CC=CC=1.[CH3:53][S:54](C1C=CC=C[C:53]=1[S:54](Cl)(=[O:56])=[O:55])(=[O:56])=[O:55]. Product: [CH3:1][O:2][C:3]1[CH:8]=[CH:7][C:6]([C:9]2[C:17]3[C:12](=[CH:13][CH:14]=[C:15]([NH:18][S:19]([C:22]4[CH:27]=[CH:26][CH:25]=[CH:24][C:23]=4[S:54]([CH3:53])(=[O:56])=[O:55])(=[O:21])=[O:20])[CH:16]=3)[NH:11][N:10]=2)=[CH:5][CH:4]=1. The catalyst class is: 7. (5) Reactant: [C:1]([O:5][C@@H:6]([C:12]1[C:13]([CH3:27])=[N:14][C:15]2[N:16]([N:19]=[C:20]([C:22]([O:24][CH2:25][CH3:26])=[O:23])[CH:21]=2)[C:17]=1Cl)[C:7]([O:9][CH2:10][CH3:11])=[O:8])([CH3:4])([CH3:3])[CH3:2].CC[N:30]([CH:34]([CH3:36])C)[CH:31]([CH3:33])C.[CH3:37][CH2:38][O:39][C:40]([CH3:42])=O.[CH3:43]N(C=O)C. Product: [CH2:38]([O:39][C:40]1([CH3:42])[CH2:33][CH2:31][N:30]([C:17]2[N:16]3[N:19]=[C:20]([C:22]([O:24][CH2:25][CH3:26])=[O:23])[CH:21]=[C:15]3[N:14]=[C:13]([CH3:27])[C:12]=2[C@H:6]([O:5][C:1]([CH3:4])([CH3:3])[CH3:2])[C:7]([O:9][CH2:10][CH3:11])=[O:8])[CH2:34][CH2:36]1)[CH:37]=[CH2:43]. The catalyst class is: 28. (6) Reactant: O.[OH-].[Li+].C[O:5][C:6](=[O:21])[C:7]1[CH:12]=[C:11]([C:13]2[CH:18]=[CH:17][C:16]([Cl:19])=[CH:15][CH:14]=2)[C:10]([Cl:20])=[N:9][CH:8]=1.Cl. Product: [Cl:20][C:10]1[C:11]([C:13]2[CH:18]=[CH:17][C:16]([Cl:19])=[CH:15][CH:14]=2)=[CH:12][C:7]([C:6]([OH:21])=[O:5])=[CH:8][N:9]=1. The catalyst class is: 30. (7) Reactant: F[C:2]1[CH:7]=[CH:6][C:5]([C:8]2[O:9][C:10]([C:13]3[C:14]([C:19]4[CH:24]=[CH:23][CH:22]=[CH:21][CH:20]=4)=[N:15][O:16][C:17]=3[CH3:18])=[N:11][N:12]=2)=[C:4](OC)[CH:3]=1.[CH3:27][CH:28]1[O:33][CH:32]([CH3:34])[CH2:31][NH:30][CH2:29]1. Product: [CH3:34][CH:32]1[O:33][CH:28]([CH3:27])[CH2:29][N:30]([C:2]2[CH:3]=[CH:4][C:5]([C:8]3[O:9][C:10]([C:13]4[C:14]([C:19]5[CH:24]=[CH:23][CH:22]=[CH:21][CH:20]=5)=[N:15][O:16][C:17]=4[CH3:18])=[N:11][N:12]=3)=[CH:6][CH:7]=2)[CH2:31]1. The catalyst class is: 16. (8) Reactant: [N+:1]([C:4]1[CH:5]=[C:6]([CH:38]=[C:39]([N+:41]([O-])=O)[CH:40]=1)[C:7]([NH:9][C:10]1[CH:15]=[CH:14][C:13]([O:16][C:17]2[CH:22]=[CH:21][CH:20]=[C:19]([CH2:23][CH2:24][CH2:25][CH2:26][CH2:27][CH2:28][CH2:29][CH2:30][CH2:31][CH2:32][CH2:33][CH2:34][CH2:35][CH2:36][CH3:37])[CH:18]=2)=[CH:12][CH:11]=1)=[O:8])([O-])=O. Product: [NH2:1][C:4]1[CH:5]=[C:6]([CH:38]=[C:39]([NH2:41])[CH:40]=1)[C:7]([NH:9][C:10]1[CH:11]=[CH:12][C:13]([O:16][C:17]2[CH:22]=[CH:21][CH:20]=[C:19]([CH2:23][CH2:24][CH2:25][CH2:26][CH2:27][CH2:28][CH2:29][CH2:30][CH2:31][CH2:32][CH2:33][CH2:34][CH2:35][CH2:36][CH3:37])[CH:18]=2)=[CH:14][CH:15]=1)=[O:8]. The catalyst class is: 29. (9) Reactant: Br[C:2]1[CH:7]=[CH:6][C:5]([CH:8]2[CH2:13][CH2:12][N:11]([C:14]([O:16][C:17]([CH3:20])([CH3:19])[CH3:18])=[O:15])[CH2:10][CH2:9]2)=[CH:4][CH:3]=1.[CH3:21][C:22]1([CH3:38])[C:26]([CH3:28])([CH3:27])[O:25][B:24]([B:24]2[O:25][C:26]([CH3:28])([CH3:27])[C:22]([CH3:38])([CH3:21])[O:23]2)[O:23]1.CC([O-])=O.[K+]. Product: [CH3:21][C:22]1([CH3:38])[C:26]([CH3:28])([CH3:27])[O:25][B:24]([C:2]2[CH:7]=[CH:6][C:5]([CH:8]3[CH2:13][CH2:12][N:11]([C:14]([O:16][C:17]([CH3:20])([CH3:19])[CH3:18])=[O:15])[CH2:10][CH2:9]3)=[CH:4][CH:3]=2)[O:23]1. The catalyst class is: 418.